From a dataset of Peptide-MHC class I binding affinity with 185,985 pairs from IEDB/IMGT. Regression. Given a peptide amino acid sequence and an MHC pseudo amino acid sequence, predict their binding affinity value. This is MHC class I binding data. (1) The MHC is HLA-B44:02 with pseudo-sequence HLA-B44:02. The peptide sequence is VQPPQLTLQV. The binding affinity (normalized) is 0. (2) The peptide sequence is NSSKVSQNY. The MHC is HLA-B57:01 with pseudo-sequence HLA-B57:01. The binding affinity (normalized) is 0.